Dataset: Forward reaction prediction with 1.9M reactions from USPTO patents (1976-2016). Task: Predict the product of the given reaction. (1) Given the reactants [ClH:1].[C:2]1([N:8]([CH2:32][CH2:33][C:34]([O:36]CC)=[O:35])[C:9]([C:11]2[CH:12]=[CH:13][C:14]3[S:18][C:17]([CH2:19][N:20]([C:22]4[CH:27]=[CH:26][C:25]([C:28](=[NH:30])[NH2:29])=[CH:24][CH:23]=4)[CH3:21])=[N:16][C:15]=3[CH:31]=2)=[O:10])[CH:7]=[CH:6][CH:5]=[CH:4][CH:3]=1.[OH-].[Na+], predict the reaction product. The product is: [ClH:1].[C:2]1([N:8]([CH2:32][CH2:33][C:34]([OH:36])=[O:35])[C:9]([C:11]2[CH:12]=[CH:13][C:14]3[S:18][C:17]([CH2:19][N:20]([C:22]4[CH:27]=[CH:26][C:25]([C:28](=[NH:29])[NH2:30])=[CH:24][CH:23]=4)[CH3:21])=[N:16][C:15]=3[CH:31]=2)=[O:10])[CH:7]=[CH:6][CH:5]=[CH:4][CH:3]=1. (2) Given the reactants CN1CCCC1=O.Cl[C:9]1[CH:14]=[C:13]([CH:15]([S:24]([C:27]2[CH:32]=[CH:31][C:30]([Cl:33])=[CH:29][CH:28]=2)(=[O:26])=[O:25])[C:16]2[C:21]([F:22])=[CH:20][CH:19]=[CH:18][C:17]=2[F:23])[C:12]([Cl:34])=[CH:11][N:10]=1.[CH3:35][O:36][C:37]1[CH:38]=[C:39]([CH:42]=[CH:43][C:44]=1[O:45][CH3:46])[CH2:40][NH2:41].CCCCCC, predict the reaction product. The product is: [Cl:34][C:12]1[C:13]([CH:15]([S:24]([C:27]2[CH:28]=[CH:29][C:30]([Cl:33])=[CH:31][CH:32]=2)(=[O:26])=[O:25])[C:16]2[C:21]([F:22])=[CH:20][CH:19]=[CH:18][C:17]=2[F:23])=[CH:14][C:9]([NH:41][CH2:40][C:39]2[CH:42]=[CH:43][C:44]([O:45][CH3:46])=[C:37]([O:36][CH3:35])[CH:38]=2)=[N:10][CH:11]=1. (3) Given the reactants [Br:1][C:2]1[CH:3]=[C:4]([CH2:8][C:9]([OH:11])=O)[CH:5]=[CH:6][CH:7]=1.C(Cl)(=O)C(Cl)=O.[CH3:18][NH:19][C:20]1[CH:25]=[CH:24][CH:23]=[CH:22][CH:21]=1.C(N(CC)CC)C, predict the reaction product. The product is: [Br:1][C:2]1[CH:3]=[C:4]([CH2:8][C:9]([N:19]([CH3:18])[C:20]2[CH:25]=[CH:24][CH:23]=[CH:22][CH:21]=2)=[O:11])[CH:5]=[CH:6][CH:7]=1. (4) Given the reactants [CH3:1][O:2][C:3]1[CH:11]=[C:10]2[C:6]([C:7]3([CH2:17][CH2:16][CH2:15][N:14]4[CH:18]=[N:19][CH:20]=[C:13]34)[C:8](=[O:12])[NH:9]2)=[CH:5][CH:4]=1.[H-].[Na+].Cl[C:24]([O:26][CH3:27])=[O:25], predict the reaction product. The product is: [CH3:1][O:2][C:3]1[CH:11]=[C:10]2[C:6]([C:7]3([CH2:17][CH2:16][CH2:15][N:14]4[CH:18]=[N:19][CH:20]=[C:13]34)[C:8](=[O:12])[N:9]2[C:24]([O:26][CH3:27])=[O:25])=[CH:5][CH:4]=1. (5) Given the reactants [C:1]([Si:5]([C:21]1[CH:26]=[CH:25][CH:24]=[CH:23][CH:22]=1)([C:15]1[CH:20]=[CH:19][CH:18]=[CH:17][CH:16]=1)[O:6][C@H:7]1[CH2:12][C@H:11]2[CH2:13][C@@H:8]1[CH2:9][C@@H:10]2[OH:14])([CH3:4])([CH3:3])[CH3:2].[Cr](Cl)([O-])(=O)=O.[NH+]1C=CC=CC=1, predict the reaction product. The product is: [Si:5]([O:6][C@H:7]1[CH2:12][C@H:11]2[CH2:13][C@@H:8]1[CH2:9][C:10]2=[O:14])([C:1]([CH3:4])([CH3:2])[CH3:3])([C:21]1[CH:26]=[CH:25][CH:24]=[CH:23][CH:22]=1)[C:15]1[CH:20]=[CH:19][CH:18]=[CH:17][CH:16]=1. (6) Given the reactants [ClH:1].C([O:9][C:10]1[CH:22]=[CH:21][C:13]([O:14][CH:15]2[CH2:20][CH2:19][NH:18][CH2:17][CH2:16]2)=[CH:12][CH:11]=1)C1C=CC=CC=1, predict the reaction product. The product is: [ClH:1].[NH:18]1[CH2:17][CH2:16][CH:15]([O:14][C:13]2[CH:21]=[CH:22][C:10]([OH:9])=[CH:11][CH:12]=2)[CH2:20][CH2:19]1.